Dataset: Aqueous solubility values for 9,982 compounds from the AqSolDB database. Task: Regression/Classification. Given a drug SMILES string, predict its absorption, distribution, metabolism, or excretion properties. Task type varies by dataset: regression for continuous measurements (e.g., permeability, clearance, half-life) or binary classification for categorical outcomes (e.g., BBB penetration, CYP inhibition). For this dataset (solubility_aqsoldb), we predict Y. The drug is Clc1ccc(Oc2cc(Cl)c(Cl)cc2Cl)c(Cl)c1. The Y is -7.61 log mol/L.